This data is from Forward reaction prediction with 1.9M reactions from USPTO patents (1976-2016). The task is: Predict the product of the given reaction. (1) Given the reactants [NH2:1][C:2]1[N:6]([C:7]2[CH:12]=[CH:11][CH:10]=[C:9]([C:13]([F:16])([F:15])[F:14])[CH:8]=2)[N:5]=[CH:4][C:3]=1C(OCC)=O.Cl, predict the reaction product. The product is: [F:16][C:13]([F:14])([F:15])[C:9]1[CH:8]=[C:7]([N:6]2[C:2]([NH2:1])=[CH:3][CH:4]=[N:5]2)[CH:12]=[CH:11][CH:10]=1. (2) Given the reactants CS(O[CH2:6][C@H:7]1[CH2:12][CH2:11][C@H:10]([O:13][C@@H:14]([C:16]2[CH:21]=[C:20]([C:22]([F:25])([F:24])[F:23])[CH:19]=[C:18]([C:26]([F:29])([F:28])[F:27])[CH:17]=2)[CH3:15])[C@@H:9]([C:30]2[CH:35]=[CH:34][C:33]([F:36])=[CH:32][CH:31]=2)[C@@H:8]1[CH2:37]OS(C)(=O)=O)(=O)=O.[CH2:43]([NH2:50])[C:44]1[CH:49]=[CH:48][CH:47]=[CH:46][CH:45]=1, predict the reaction product. The product is: [CH2:43]([N:50]1[CH2:37][C@@H:8]2[C@H:7]([CH2:12][CH2:11][C@H:10]([O:13][C@@H:14]([C:16]3[CH:21]=[C:20]([C:22]([F:23])([F:24])[F:25])[CH:19]=[C:18]([C:26]([F:28])([F:27])[F:29])[CH:17]=3)[CH3:15])[C@H:9]2[C:30]2[CH:35]=[CH:34][C:33]([F:36])=[CH:32][CH:31]=2)[CH2:6]1)[C:44]1[CH:49]=[CH:48][CH:47]=[CH:46][CH:45]=1. (3) Given the reactants [C:1](=[O:15])([O:5][C:6]1[CH:11]=[CH:10][C:9]([N+:12]([O-:14])=[O:13])=[CH:8][CH:7]=1)[O:2][CH2:3]I.[C:16]1(=[O:30])[N:20]([CH2:21][CH2:22][CH2:23][CH2:24][CH2:25][C:26]([OH:28])=[O:27])[C:19](=[O:29])[CH:18]=[CH:17]1, predict the reaction product. The product is: [C:19]1(=[O:29])[N:20]([CH2:21][CH2:22][CH2:23][CH2:24][CH2:25][C:26]([O:28][CH2:3][O:2][C:1]([O:5][C:6]2[CH:11]=[CH:10][C:9]([N+:12]([O-:14])=[O:13])=[CH:8][CH:7]=2)=[O:15])=[O:27])[C:16](=[O:30])[CH:17]=[CH:18]1. (4) Given the reactants [CH3:1][S:2](Cl)(=[O:4])=[O:3].[C:6]([C:10]1[CH:11]=[CH:12][C:13]([CH3:39])=[C:14]([CH:38]=1)[O:15][C:16]1[S:17][CH:18]=[C:19]([C:21]([NH:23][C:24]2[C:25]([O:36][CH3:37])=[N:26][C:27]([NH:32][CH2:33][CH2:34][OH:35])=[N:28][C:29]=2[O:30][CH3:31])=[O:22])[N:20]=1)([CH3:9])([CH3:8])[CH3:7].C(N(CC)CC)C, predict the reaction product. The product is: [CH3:1][S:2]([O:35][CH2:34][CH2:33][NH:32][C:27]1[N:26]=[C:25]([O:36][CH3:37])[C:24]([NH:23][C:21]([C:19]2[N:20]=[C:16]([O:15][C:14]3[CH:38]=[C:10]([C:6]([CH3:9])([CH3:8])[CH3:7])[CH:11]=[CH:12][C:13]=3[CH3:39])[S:17][CH:18]=2)=[O:22])=[C:29]([O:30][CH3:31])[N:28]=1)(=[O:4])=[O:3]. (5) Given the reactants [Br:1][C:2]1[CH:3]=[C:4]([C:11]2[CH:16]=[CH:15][N:14]=[CH:13][CH:12]=2)[C:5]2[O:9][CH2:8][CH2:7][C:6]=2[CH:10]=1.[CH2:17](Br)[C:18]1[CH:23]=[CH:22][CH:21]=[CH:20][CH:19]=1.C(Cl)Cl.CO.[BH4-].[Na+], predict the reaction product. The product is: [CH2:17]([N:14]1[CH2:15][CH:16]=[C:11]([C:4]2[C:5]3[O:9][CH2:8][CH2:7][C:6]=3[CH:10]=[C:2]([Br:1])[CH:3]=2)[CH2:12][CH2:13]1)[C:18]1[CH:23]=[CH:22][CH:21]=[CH:20][CH:19]=1. (6) Given the reactants [CH3:1][O:2][C:3]1[CH:8]=[CH:7][CH:6]=[CH:5][C:4]=1[C@H:9]1[O:14][C:13](=[O:15])[NH:12][CH2:11][CH2:10]1.[CH3:16]C([O-])(C)C.[K+].Br[CH2:23][C:24]1[CH:29]=[C:28]([C:30]([F:33])([F:32])[F:31])[CH:27]=[CH:26][C:25]=1[C:34]1[CH:35]=[C:36]([C:42]2[CH:47]=[CH:46][C:45]([C:48]([O-:50])=[O:49])=[CH:44][C:43]=2[CH3:51])[CH:37]=[CH:38][C:39]=1[O:40][CH3:41], predict the reaction product. The product is: [CH3:41][O:40][C:39]1[CH:38]=[CH:37][C:36]([C:42]2[CH:47]=[CH:46][C:45]([C:48]([O:50][CH3:16])=[O:49])=[CH:44][C:43]=2[CH3:51])=[CH:35][C:34]=1[C:25]1[CH:26]=[CH:27][C:28]([C:30]([F:32])([F:33])[F:31])=[CH:29][C:24]=1[CH2:23][N:12]1[CH2:11][CH2:10][C@@H:9]([C:4]2[CH:5]=[CH:6][CH:7]=[CH:8][C:3]=2[O:2][CH3:1])[O:14][C:13]1=[O:15]. (7) Given the reactants [F:1][CH:2]([F:23])[C:3]1[C:4]([N:9]=C(C2C=CC=CC=2)C2C=CC=CC=2)=[N:5][CH:6]=[CH:7][CH:8]=1.Cl, predict the reaction product. The product is: [F:1][CH:2]([F:23])[C:3]1[C:4]([NH2:9])=[N:5][CH:6]=[CH:7][CH:8]=1. (8) Given the reactants [F:1][C:2]1([F:19])[CH2:7][O:6][C:5]([NH2:8])=[N:4][C@@:3]21[C:17]1[C:12](=[CH:13][CH:14]=[C:15]([NH2:18])[CH:16]=1)[CH2:11][CH2:10][CH2:9]2.[Cl:20][C:21]1[CH:22]=[CH:23][C:24]([C:27](O)=[O:28])=[N:25][CH:26]=1, predict the reaction product. The product is: [NH2:8][C:5]1[O:6][CH2:7][C:2]([F:1])([F:19])[C@@:3]2([C:17]3[C:12](=[CH:13][CH:14]=[C:15]([NH:18][C:27](=[O:28])[C:24]4[CH:23]=[CH:22][C:21]([Cl:20])=[CH:26][N:25]=4)[CH:16]=3)[CH2:11][CH2:10][CH2:9]2)[N:4]=1.